This data is from Reaction yield outcomes from USPTO patents with 853,638 reactions. The task is: Predict the reaction yield, written as a fraction of the theoretical maximum amount of product (1.0 means a 100% yield; for example, 0.34 means a 34% yield). (1) The reactants are [C:1]([C:3]1[CH:8]=[CH:7][C:6]([NH:9][C:10](=[O:38])[CH2:11][C:12]2[CH:17]=[CH:16][C:15]([C:18]3[CH:19]=[N:20][C:21]([O:27]CC4C=CC(OC)=CC=4)=[C:22]([O:24][CH2:25][CH3:26])[CH:23]=3)=[CH:14][C:13]=2[F:37])=[CH:5][C:4]=1[C:39]([F:42])([F:41])[F:40])#[N:2].Cl. No catalyst specified. The product is [C:1]([C:3]1[CH:8]=[CH:7][C:6]([NH:9][C:10](=[O:38])[CH2:11][C:12]2[CH:17]=[CH:16][C:15]([C:18]3[CH:23]=[C:22]([O:24][CH2:25][CH3:26])[C:21](=[O:27])[NH:20][CH:19]=3)=[CH:14][C:13]=2[F:37])=[CH:5][C:4]=1[C:39]([F:41])([F:42])[F:40])#[N:2]. The yield is 0.247. (2) The reactants are [OH:1][C:2]1[CH:3]=[C:4]2[C:9](=[CH:10][CH:11]=1)[C:8](=[O:12])[CH2:7][CH2:6][C:5]2([CH3:14])[CH3:13].[F:15][C:16]([F:36])([F:35])[S:17](N(C1C=CC(Cl)=CN=1)[S:17]([C:16]([F:36])([F:35])[F:15])(=[O:19])=[O:18])(=[O:19])=[O:18]. The catalyst is ClCCl.CN(C)C1C=CN=CC=1. The product is [CH3:13][C:5]1([CH3:14])[C:4]2[C:9](=[CH:10][CH:11]=[C:2]([O:1][S:17]([C:16]([F:36])([F:35])[F:15])(=[O:19])=[O:18])[CH:3]=2)[C:8](=[O:12])[CH2:7][CH2:6]1. The yield is 0.900. (3) The reactants are [CH:1]([C:4]1[N:28]=[C:7]2[N:8]=[C:9]([CH3:27])[C:10]([CH:19]([CH2:24][CH2:25][CH3:26])[C:20]([O:22]C)=[O:21])=[C:11]([C:12]3[CH:17]=[CH:16][C:15]([CH3:18])=[CH:14][CH:13]=3)[N:6]2[N:5]=1)([CH3:3])[CH3:2].[OH-].[Na+]. The catalyst is CO. The product is [CH:1]([C:4]1[N:28]=[C:7]2[N:8]=[C:9]([CH3:27])[C:10]([CH:19]([CH2:24][CH2:25][CH3:26])[C:20]([OH:22])=[O:21])=[C:11]([C:12]3[CH:17]=[CH:16][C:15]([CH3:18])=[CH:14][CH:13]=3)[N:6]2[N:5]=1)([CH3:2])[CH3:3]. The yield is 0.830.